Predict the reaction yield, written as a fraction of the theoretical maximum amount of product (1.0 means a 100% yield; for example, 0.34 means a 34% yield). From a dataset of Reaction yield outcomes from USPTO patents with 853,638 reactions. The reactants are C([O:8][C:9]([CH:11]1[CH2:15][CH:14]([CH2:16][CH:17]=[CH:18][CH2:19][CH3:20])[CH2:13][N:12]1[CH2:21][C:22]1[N:23]([CH2:27][C:28]2[CH:33]=[CH:32][CH:31]=[CH:30][CH:29]=2)[CH:24]=[CH:25][N:26]=1)=[O:10])C1C=CC=CC=1.C1COCC1.O.O.[OH-].[Li+]. The catalyst is O. The product is [CH2:27]([N:23]1[CH:24]=[CH:25][N:26]=[C:22]1[CH2:21][N:12]1[CH2:13][CH:14]([CH2:16][CH:17]=[CH:18][CH2:19][CH3:20])[CH2:15][CH:11]1[C:9]([OH:10])=[O:8])[C:28]1[CH:29]=[CH:30][CH:31]=[CH:32][CH:33]=1. The yield is 0.980.